Dataset: Catalyst prediction with 721,799 reactions and 888 catalyst types from USPTO. Task: Predict which catalyst facilitates the given reaction. (1) Product: [CH3:20][C:19]1[S:21][C:2]2[CH2:3][N:4]([C:9]([O:11][CH2:12][C:13]3[CH:18]=[CH:17][CH:16]=[CH:15][CH:14]=3)=[O:10])[CH2:5][CH2:6][C:7]=2[N:22]=1. Reactant: Br[CH:2]1[C:7](=O)[CH2:6][CH2:5][N:4]([C:9]([O:11][CH2:12][C:13]2[CH:18]=[CH:17][CH:16]=[CH:15][CH:14]=2)=[O:10])[CH2:3]1.[C:19]([NH2:22])(=[S:21])[CH3:20].O. The catalyst class is: 9. (2) Reactant: [Cl:1][C:2]1[C:11]2[C:6](=[CH:7][C:8]([OH:12])=[CH:9][CH:10]=2)[N:5]=[CH:4][N:3]=1.[CH3:13][O:14][C:15]([C@@H:17]1[CH2:21][C@@H:20](O)[CH2:19][N:18]1[C:23]([O:25][C:26]([CH3:29])([CH3:28])[CH3:27])=[O:24])=[O:16].C1(P(C2C=CC=CC=2)C2C=CC=CC=2)C=CC=CC=1.N(C(OC(C)C)=O)=NC(OC(C)C)=O. Product: [CH3:13][O:14][C:15]([C@@H:17]1[CH2:21][C@H:20]([O:12][C:8]2[CH:7]=[C:6]3[C:11]([C:2]([Cl:1])=[N:3][CH:4]=[N:5]3)=[CH:10][CH:9]=2)[CH2:19][N:18]1[C:23]([O:25][C:26]([CH3:29])([CH3:28])[CH3:27])=[O:24])=[O:16]. The catalyst class is: 4. (3) Reactant: [CH3:1][O:2][C:3]1[C:32]([O:33][CH3:34])=[CH:31][C:6]2[NH:7][C:8]([C:10]3[C:14]([NH:15][C:16]([CH:18]4[O:23][CH2:22][CH2:21][N:20](C(OC(C)(C)C)=O)[CH2:19]4)=[O:17])=[CH:13][NH:12][N:11]=3)=[N:9][C:5]=2[CH:4]=1.C1(OC)C=CC=CC=1.[F:43][C:44]([F:49])([F:48])[C:45]([OH:47])=[O:46]. Product: [F:43][C:44]([F:49])([F:48])[C:45]([OH:47])=[O:46].[CH3:34][O:33][C:32]1[C:3]([O:2][CH3:1])=[CH:4][C:5]2[NH:9][C:8]([C:10]3[C:14]([NH:15][C:16]([CH:18]4[O:23][CH2:22][CH2:21][NH:20][CH2:19]4)=[O:17])=[CH:13][NH:12][N:11]=3)=[N:7][C:6]=2[CH:31]=1. The catalyst class is: 4. (4) Reactant: [CH:1]([O:4][C:5]1[CH:13]=[C:12]2[C:8]([CH:9]=[CH:10][NH:11]2)=[CH:7][C:6]=1[OH:14])([CH3:3])[CH3:2].Cl[C:16]1[CH:21]=[CH:20][N:19]=[C:18]([NH:22][C:23](=[O:25])[CH3:24])[CH:17]=1.CC(C)([O-])C.[K+].O. Product: [CH:1]([O:4][C:5]1[CH:13]=[C:12]2[C:8]([CH:9]=[CH:10][NH:11]2)=[CH:7][C:6]=1[O:14][C:16]1[CH:21]=[CH:20][N:19]=[C:18]([NH:22][C:23](=[O:25])[CH3:24])[CH:17]=1)([CH3:3])[CH3:2]. The catalyst class is: 148. (5) Reactant: [OH:1][C@@H:2]1[C@@H:7]([C:8]2[CH:13]=[CH:12][C:11]([O:14][CH3:15])=[CH:10][CH:9]=2)[CH2:6][CH2:5][N:4]([C:16]([O:18][C:19]([CH3:22])([CH3:21])[CH3:20])=[O:17])[CH2:3]1.CC(OI1(OC(C)=O)(OC(C)=O)OC(=O)C2C=CC=CC1=2)=O. Product: [CH3:15][O:14][C:11]1[CH:10]=[CH:9][C:8]([CH:7]2[CH2:6][CH2:5][N:4]([C:16]([O:18][C:19]([CH3:21])([CH3:20])[CH3:22])=[O:17])[CH2:3][C:2]2=[O:1])=[CH:13][CH:12]=1. The catalyst class is: 2. (6) Reactant: C(=O)(OC)[O:2][C:3]1[CH:8]=[C:7]([N+:9]([O-:11])=[O:10])[C:6]([C:12]([CH3:15])([CH3:14])[CH3:13])=[CH:5][C:4]=1[C:16]([CH3:21])([CH3:20])[C:17](N)=O.[OH2:25].[OH-:26].[Na+]. Product: [C:12]([C:6]1[C:7]([N+:9]([O-:11])=[O:10])=[CH:8][C:3]([OH:2])=[C:4]([C:16]([CH3:20])([CH3:17])[C:21]([OH:26])=[O:25])[CH:5]=1)([CH3:13])([CH3:14])[CH3:15]. The catalyst class is: 5.